From a dataset of M1 muscarinic receptor antagonist screen with 61,756 compounds. Binary Classification. Given a drug SMILES string, predict its activity (active/inactive) in a high-throughput screening assay against a specified biological target. (1) The compound is o1c(CN(Cc2cc3c([nH]c2=O)c(ccc3)C)C(=O)Nc2c(OC)cccc2)ccc1. The result is 0 (inactive). (2) The drug is S(c1n(CCCCCC(=O)NCc2ccc(OC)cc2)c(=O)c2c(n1)cc1OCOc1c2)CC#N. The result is 0 (inactive). (3) The drug is Clc1cc(C2Cc3nc(N4CCN(CC4)c4ccccc4)ncc3C(=O)C2)ccc1. The result is 0 (inactive). (4) The drug is Brc1c(cc(S(=O)(=O)N2CCCC2)cc1)C(O)=O. The result is 0 (inactive). (5) The molecule is s1c2n3c(n(c(=O)c2c(c1C)C)CC=C)nnc3Nc1ccccc1. The result is 0 (inactive).